Dataset: HIV replication inhibition screening data with 41,000+ compounds from the AIDS Antiviral Screen. Task: Binary Classification. Given a drug SMILES string, predict its activity (active/inactive) in a high-throughput screening assay against a specified biological target. (1) The compound is CCCCCCCCCCCCCCC(O)C[N+](C)(CCO)CCO.[Cl-]. The result is 0 (inactive). (2) The drug is Cc1cc(Cl)ccc1NC(=O)C(Cl)=C(Cl)C(=O)O. The result is 0 (inactive).